Dataset: NCI-60 drug combinations with 297,098 pairs across 59 cell lines. Task: Regression. Given two drug SMILES strings and cell line genomic features, predict the synergy score measuring deviation from expected non-interaction effect. Drug 1: CCCS(=O)(=O)NC1=C(C(=C(C=C1)F)C(=O)C2=CNC3=C2C=C(C=N3)C4=CC=C(C=C4)Cl)F. Drug 2: CC1CCC2CC(C(=CC=CC=CC(CC(C(=O)C(C(C(=CC(C(=O)CC(OC(=O)C3CCCCN3C(=O)C(=O)C1(O2)O)C(C)CC4CCC(C(C4)OC)O)C)C)O)OC)C)C)C)OC. Cell line: NCI-H522. Synergy scores: CSS=28.7, Synergy_ZIP=-0.610, Synergy_Bliss=3.75, Synergy_Loewe=-17.7, Synergy_HSA=3.67.